From a dataset of Catalyst prediction with 721,799 reactions and 888 catalyst types from USPTO. Predict which catalyst facilitates the given reaction. (1) Reactant: [Cl:1][C:2]1[CH:3]=[C:4]2[C:8](=[CH:9][CH:10]=1)[N:7]([CH2:11][C:12]([O:14]CC)=[O:13])[C:6]1[CH2:17][N:18]([CH3:21])[CH2:19][CH2:20][C:5]2=1.[OH-].[Na+]. Product: [Cl:1][C:2]1[CH:3]=[C:4]2[C:8](=[CH:9][CH:10]=1)[N:7]([CH2:11][C:12]([OH:14])=[O:13])[C:6]1[CH2:17][N:18]([CH3:21])[CH2:19][CH2:20][C:5]2=1. The catalyst class is: 20. (2) Reactant: [OH:1][C:2]1[C:11]([C:12]2[CH:17]=[CH:16][CH:15]=[CH:14][CH:13]=2)=[CH:10][C:9]2[N:8]=[CH:7][C:6]([C:18]3[CH:23]=[CH:22][CH:21]=[CH:20][CH:19]=3)=[N:5][C:4]=2[C:3]=1[C:24](O)=[O:25].Cl.C([NH:30][CH2:31][C:32]([OH:34])=[O:33])C.[CH2:35](N(CC)CC)[CH3:36].C1CN([P+](ON2N=NC3C=CC=CC2=3)(N2CCCC2)N2CCCC2)CC1.F[P-](F)(F)(F)(F)F. Product: [OH:1][C:2]1[C:3]([C:24]([NH:30][CH2:31][C:32]([O:34][CH2:35][CH3:36])=[O:33])=[O:25])=[C:4]2[C:9](=[CH:10][C:11]=1[C:12]1[CH:17]=[CH:16][CH:15]=[CH:14][CH:13]=1)[N:8]=[CH:7][C:6]([C:18]1[CH:19]=[CH:20][CH:21]=[CH:22][CH:23]=1)=[N:5]2. The catalyst class is: 9. (3) Reactant: C([O:3][C:4](=[O:34])[CH2:5][N:6]1[CH2:11][C:10]2[CH:12]=[C:13](/[CH:16]=[CH:17]/[C:18](=[O:32])[N:19]([CH3:31])[CH2:20][C:21]3[N:22]([CH3:30])[C:23]4[C:28]([CH:29]=3)=[CH:27][CH:26]=[CH:25][CH:24]=4)[CH:14]=[N:15][C:9]=2[NH:8][C:7]1=[O:33])C.[OH-].[Na+]. Product: [CH3:31][N:19]([CH2:20][C:21]1[N:22]([CH3:30])[C:23]2[C:28]([CH:29]=1)=[CH:27][CH:26]=[CH:25][CH:24]=2)[C:18](/[CH:17]=[CH:16]/[C:13]1[CH:14]=[N:15][C:9]2[NH:8][C:7](=[O:33])[N:6]([CH2:5][C:4]([OH:34])=[O:3])[CH2:11][C:10]=2[CH:12]=1)=[O:32]. The catalyst class is: 5.